This data is from Catalyst prediction with 721,799 reactions and 888 catalyst types from USPTO. The task is: Predict which catalyst facilitates the given reaction. (1) Reactant: CCCC[N+](CCCC)(CCCC)CCCC.[F-].[Si]([O:26][C@:27]([C:49]1[CH:54]=[CH:53][CH:52]=[CH:51][CH:50]=1)([CH3:48])[C@H:28]([CH3:47])[C:29]([NH:31][C:32]1[N:36]([CH:37]2[CH2:40][CH2:39][CH2:38]2)[C:35]2[CH:41]=[C:42]([C:45]#[N:46])[CH:43]=[CH:44][C:34]=2[N:33]=1)=[O:30])(C(C)(C)C)(C)C. Product: [C:45]([C:42]1[CH:43]=[CH:44][C:34]2[N:33]=[C:32]([NH:31][C:29](=[O:30])[C@@H:28]([CH3:47])[C@@:27]([OH:26])([C:49]3[CH:50]=[CH:51][CH:52]=[CH:53][CH:54]=3)[CH3:48])[N:36]([CH:37]3[CH2:38][CH2:39][CH2:40]3)[C:35]=2[CH:41]=1)#[N:46]. The catalyst class is: 7. (2) Reactant: [Cl:1][C:2]1[CH:3]=[CH:4][C:5]([CH2:25][N:26]2[C:31]3[CH:32]=[CH:33][NH:34][C:30]=3[C:29](=[O:35])[NH:28][C:27]2=[S:36])=[C:6]([C@H:8]([N:10](C(OC(C)(C)C)=O)C(OC(C)(C)C)=O)[CH3:9])[CH:7]=1.Cl.N. Product: [NH2:10][C@@H:8]([C:6]1[CH:7]=[C:2]([Cl:1])[CH:3]=[CH:4][C:5]=1[CH2:25][N:26]1[C:31]2[CH:32]=[CH:33][NH:34][C:30]=2[C:29](=[O:35])[NH:28][C:27]1=[S:36])[CH3:9]. The catalyst class is: 6. (3) Reactant: CC(OC1C=CC=C(OC(C)C)C=1C1C(P(C2CCCCC2)C2CCCCC2)=CC=CC=1)C.N1C2C(=CC=CC=2)CC1.FC(F)(F)C(O)=O.[N:50]1[N:51]([CH2:58][C:59]([CH3:62])([OH:61])[CH3:60])[CH:52]=[C:53]2[CH2:57][NH:56][CH2:55][C:54]=12.[O-]P([O-])([O-])=O.[K+].[K+].[K+].[CH2:71]([N:74]1[C:82]2[C:77](=[N:78][C:79](I)=[C:80]([Cl:83])[CH:81]=2)[N:76]=[C:75]1[O:85][C@@H:86]1[CH2:90][O:89][C@@H:88]2[C@H:91]([O:94][Si:95]([C:98]([CH3:101])([CH3:100])[CH3:99])([CH3:97])[CH3:96])[CH2:92][O:93][C@H:87]12)[CH:72]=[CH2:73]. Product: [Si:95]([O:94][C@H:91]1[C@H:88]2[O:89][CH2:90][C@@H:86]([O:85][C:75]3[N:74]([CH2:71][CH:72]=[CH2:73])[C:82]4[C:77]([N:76]=3)=[N:78][C:79]([N:56]3[CH2:57][C:53]5[C:54](=[N:50][N:51]([CH2:58][C:59]([CH3:62])([OH:61])[CH3:60])[CH:52]=5)[CH2:55]3)=[C:80]([Cl:83])[CH:81]=4)[C@H:87]2[O:93][CH2:92]1)([C:98]([CH3:100])([CH3:101])[CH3:99])([CH3:96])[CH3:97]. The catalyst class is: 12. (4) Reactant: [CH3:1][C:2]1[C:6]2[CH:7]=[C:8]([C:11]3([C:14]([O:16]C)=[O:15])[CH2:13][CH2:12]3)[CH:9]=[CH:10][C:5]=2[O:4][N:3]=1.O[Li].O. Product: [CH3:1][C:2]1[C:6]2[CH:7]=[C:8]([C:11]3([C:14]([OH:16])=[O:15])[CH2:12][CH2:13]3)[CH:9]=[CH:10][C:5]=2[O:4][N:3]=1. The catalyst class is: 24.